Regression. Given a peptide amino acid sequence and an MHC pseudo amino acid sequence, predict their binding affinity value. This is MHC class I binding data. From a dataset of Peptide-MHC class I binding affinity with 185,985 pairs from IEDB/IMGT. (1) The peptide sequence is ESANDDPIKTL. The MHC is Mamu-A01 with pseudo-sequence Mamu-A01. The binding affinity (normalized) is 0. (2) The peptide sequence is RAVSIQPCM. The MHC is H-2-Kb with pseudo-sequence H-2-Kb. The binding affinity (normalized) is 0.198. (3) The peptide sequence is RSLFNTVATLY. The MHC is HLA-B44:03 with pseudo-sequence HLA-B44:03. The binding affinity (normalized) is 0. (4) The peptide sequence is GQFGSGWTW. The MHC is HLA-A02:01 with pseudo-sequence HLA-A02:01. The binding affinity (normalized) is 0.0847.